The task is: Regression. Given a peptide amino acid sequence and an MHC pseudo amino acid sequence, predict their binding affinity value. This is MHC class I binding data.. This data is from Peptide-MHC class I binding affinity with 185,985 pairs from IEDB/IMGT. (1) The peptide sequence is LLIQGLKTV. The MHC is HLA-B18:01 with pseudo-sequence HLA-B18:01. The binding affinity (normalized) is 0.0847. (2) The MHC is HLA-B08:03 with pseudo-sequence HLA-B08:03. The binding affinity (normalized) is 0.0847. The peptide sequence is IQFMHEQGY. (3) The peptide sequence is WRRDNRRGLRM. The MHC is Mamu-B08 with pseudo-sequence Mamu-B08. The binding affinity (normalized) is 0.359. (4) The MHC is Patr-B0101 with pseudo-sequence Patr-B0101. The peptide sequence is RRAARAEYL. The binding affinity (normalized) is 0. (5) The peptide sequence is LMFSTSAYL. The MHC is Mamu-A01 with pseudo-sequence Mamu-A01. The binding affinity (normalized) is 0.733. (6) The peptide sequence is RWRVYLRRK. The MHC is HLA-B07:02 with pseudo-sequence HLA-B07:02. The binding affinity (normalized) is 0.0847. (7) The peptide sequence is KTPLTLVDLCF. The MHC is H-2-Db with pseudo-sequence H-2-Db. The binding affinity (normalized) is 0. (8) The peptide sequence is RRLTVCGGIMF. The MHC is HLA-B08:01 with pseudo-sequence HLA-B08:01. The binding affinity (normalized) is 0.213. (9) The peptide sequence is RMMGVKYLM. The MHC is HLA-C06:02 with pseudo-sequence HLA-C06:02. The binding affinity (normalized) is 0.382. (10) The peptide sequence is VIKLVKSLV. The MHC is HLA-A02:06 with pseudo-sequence HLA-A02:06. The binding affinity (normalized) is 0.231.